From a dataset of Reaction yield outcomes from USPTO patents with 853,638 reactions. Predict the reaction yield, written as a fraction of the theoretical maximum amount of product (1.0 means a 100% yield; for example, 0.34 means a 34% yield). The product is [OH:5][CH2:6][CH2:8][N:9]1[CH2:14][CH2:13][CH2:12][N:11]([CH:15]2[CH2:20][CH2:19][N:18]([C:21]([O:23][CH2:24][C:25]3[CH:26]=[CH:27][CH:28]=[CH:29][CH:30]=3)=[O:22])[CH2:17][CH2:16]2)[C:10]1=[O:31]. The yield is 0.990. The reactants are C([O:5][C:6]([CH2:8][N:9]1[CH2:14][CH2:13][CH2:12][N:11]([CH:15]2[CH2:20][CH2:19][N:18]([C:21]([O:23][CH2:24][C:25]3[CH:30]=[CH:29][CH:28]=[CH:27][CH:26]=3)=[O:22])[CH2:17][CH2:16]2)[C:10]1=[O:31])=O)(C)(C)C.[BH4-].[Li+].N. The catalyst is C1COCC1.